This data is from Full USPTO retrosynthesis dataset with 1.9M reactions from patents (1976-2016). The task is: Predict the reactants needed to synthesize the given product. (1) Given the product [Br:1][C:2]1[CH:3]=[CH:4][C:5]2[N:6]([C:8]([C:16]3[CH:17]=[C:18]([O:22][CH3:23])[C:19]([O:20][CH3:21])=[C:14]([O:13][CH3:12])[CH:15]=3)=[CH:9][N:10]=2)[CH:7]=1, predict the reactants needed to synthesize it. The reactants are: [Br:1][C:2]1[CH:3]=[CH:4][C:5]2[N:6]([C:8](I)=[CH:9][N:10]=2)[CH:7]=1.[CH3:12][O:13][C:14]1[CH:15]=[C:16](B(O)O)[CH:17]=[C:18]([O:22][CH3:23])[C:19]=1[O:20][CH3:21].C([O-])([O-])=O.[Na+].[Na+]. (2) The reactants are: Br[C:2]1[CH:3]=[C:4]([CH2:8][N:9]2[C:17]3[C:12](=[C:13]([C:20]([F:23])([F:22])[F:21])[C:14]([C:18]#[N:19])=[CH:15][CH:16]=3)[CH:11]=[C:10]2[CH3:24])[CH:5]=[CH:6][CH:7]=1.[F:25][C:26]([F:37])([F:36])[C:27]1[CH:28]=[C:29](B(O)O)[CH:30]=[CH:31][CH:32]=1. Given the product [CH3:24][C:10]1[N:9]([CH2:8][C:4]2[CH:3]=[C:2]([C:31]3[CH:30]=[CH:29][CH:28]=[C:27]([C:26]([F:37])([F:36])[F:25])[CH:32]=3)[CH:7]=[CH:6][CH:5]=2)[C:17]2[C:12]([CH:11]=1)=[C:13]([C:20]([F:23])([F:22])[F:21])[C:14]([C:18]#[N:19])=[CH:15][CH:16]=2, predict the reactants needed to synthesize it. (3) Given the product [CH3:1][C:5]1[C:9]([CH2:10][C:11]([OH:13])=[O:12])=[C:8]([C:14]2[CH:25]=[CH:26][CH:21]=[CH:22][CH:23]=2)[N:7]([C:15]2[CH:16]=[CH:17][CH:18]=[CH:19][CH:20]=2)[N:6]=1, predict the reactants needed to synthesize it. The reactants are: [CH2:1]([C:5]1[C:9]([CH2:10][C:11]([OH:13])=[O:12])=[C:8]([CH3:14])[N:7]([C:15]2[CH:20]=[CH:19][CH:18]=[CH:17][CH:16]=2)[N:6]=1)CCC.[C:21]1(C(=O)CC(=O)C)[CH:26]=[CH:25]C=[CH:23][CH:22]=1.